From a dataset of Reaction yield outcomes from USPTO patents with 853,638 reactions. Predict the reaction yield, written as a fraction of the theoretical maximum amount of product (1.0 means a 100% yield; for example, 0.34 means a 34% yield). The reactants are C[O:2][C:3]1[C:4]([CH3:12])=[C:5]2[C:9](=[CH:10][CH:11]=1)[NH:8][CH:7]=[CH:6]2.[Cl-].[Cl-].[Cl-].[Al+3].C(S)C.C([O-])(O)=O.[Na+]. The catalyst is C(Cl)Cl. The product is [CH3:12][C:4]1[C:3]([OH:2])=[CH:11][CH:10]=[C:9]2[C:5]=1[CH:6]=[CH:7][NH:8]2. The yield is 0.360.